This data is from Full USPTO retrosynthesis dataset with 1.9M reactions from patents (1976-2016). The task is: Predict the reactants needed to synthesize the given product. (1) Given the product [CH2:8]([O:10][C:11]([C:13]1[N:14]([CH3:27])[CH:15]=[C:16]([C:25]#[N:26])[C:17]=1[C:18]1[CH:23]=[CH:22][C:21]([CH:2]2[CH2:6][CH2:5][CH2:4][CH2:3]2)=[CH:20][CH:19]=1)=[O:12])[CH3:9], predict the reactants needed to synthesize it. The reactants are: [Br-].[CH:2]1([Zn+])[CH2:6][CH2:5][CH2:4][CH2:3]1.[CH2:8]([O:10][C:11]([C:13]1[N:14]([CH3:27])[CH:15]=[C:16]([C:25]#[N:26])[C:17]=1[C:18]1[CH:23]=[CH:22][C:21](Br)=[CH:20][CH:19]=1)=[O:12])[CH3:9].C1(P(C2C=CC=CC=2)C2C=CC=CC=2)C=CC=CC=1.O. (2) Given the product [Cl:1][C:2]1[CH:3]=[CH:4][C:5]([S:8]([C:11]([C:15]2[CH:20]=[C:19]([F:21])[CH:18]=[CH:17][C:16]=2[F:22])([CH3:25])[CH2:12][CH:13]=[CH2:14])(=[O:10])=[O:9])=[CH:6][CH:7]=1, predict the reactants needed to synthesize it. The reactants are: [Cl:1][C:2]1[CH:7]=[CH:6][C:5]([S:8]([CH:11]([C:15]2[CH:20]=[C:19]([F:21])[CH:18]=[CH:17][C:16]=2[F:22])[CH2:12][CH:13]=[CH2:14])(=[O:10])=[O:9])=[CH:4][CH:3]=1.[H-].[Na+].[CH3:25]I.CO. (3) Given the product [Br:1][C:2]1[CH:7]=[CH:6][C:5]([CH2:8][C:9]([C:13]2[CH:18]=[CH:17][C:16]([Cl:19])=[CH:15][C:14]=2[Cl:20])=[O:35])=[CH:4][CH:3]=1, predict the reactants needed to synthesize it. The reactants are: [Br:1][C:2]1[CH:7]=[CH:6][C:5]([CH:8]=[C:9]([C:13]2[CH:18]=[CH:17][C:16]([Cl:19])=[CH:15][C:14]=2[Cl:20])C(O)=O)=[CH:4][CH:3]=1.C(N(CC)CC)C.C1(P(N=[N+]=[N-])(C2C=CC=CC=2)=[O:35])C=CC=CC=1.O. (4) Given the product [CH3:39][C:37]1([CH3:38])[C:33]([CH3:34])([CH3:35])[O:32][B:31]([C:7]2[O:6][C:5]([Si:4]([CH:1]([CH3:3])[CH3:2])([CH:10]([CH3:12])[CH3:11])[CH:13]([CH3:15])[CH3:14])=[N:9][CH:8]=2)[O:36]1, predict the reactants needed to synthesize it. The reactants are: [CH:1]([Si:4]([CH:13]([CH3:15])[CH3:14])([CH:10]([CH3:12])[CH3:11])[C:5]1[O:6][CH:7]=[CH:8][N:9]=1)([CH3:3])[CH3:2].CCCCCC.C([Li])CCC.C(O[B:31]([O:36][CH:37]([CH3:39])[CH3:38])[O:32][CH:33]([CH3:35])[CH3:34])(C)C.CC(O)(C(C)(O)C)C. (5) Given the product [C:28]([O:27][C:25](=[O:26])[CH2:24][CH2:23][NH:13][C:4]1[CH:5]=[CH:6][C:7]([O:8][C:9]([F:11])([F:12])[F:10])=[C:2]([Cl:1])[CH:3]=1)([CH3:31])([CH3:30])[CH3:29], predict the reactants needed to synthesize it. The reactants are: [Cl:1][C:2]1[CH:3]=[C:4]([NH2:13])[CH:5]=[CH:6][C:7]=1[O:8][C:9]([F:12])([F:11])[F:10].N1C(C)=CC=CC=1C.Br[CH2:23][CH2:24][C:25]([O:27][C:28]([CH3:31])([CH3:30])[CH3:29])=[O:26].